This data is from Reaction yield outcomes from USPTO patents with 853,638 reactions. The task is: Predict the reaction yield, written as a fraction of the theoretical maximum amount of product (1.0 means a 100% yield; for example, 0.34 means a 34% yield). (1) The reactants are [CH:1]1[C:13]2[CH:12]([CH2:14][O:15][C:16]([NH:18][C@@H:19]([CH2:23][C:24]3[C:29]([CH3:30])=[CH:28][C:27]([OH:31])=[CH:26][C:25]=3[CH3:32])[C:20](O)=[O:21])=[O:17])[C:11]3[C:6](=[CH:7][CH:8]=[CH:9][CH:10]=3)[C:5]=2[CH:4]=[CH:3][CH:2]=1.[CH2:33]([O:35][CH:36]([O:51][CH2:52][CH3:53])[C@@H:37]([NH:39][CH2:40][C:41]1[CH:42]=[CH:43][CH:44]=[C:45]2[C:50]=1[N:49]=[CH:48][CH:47]=[CH:46]2)[CH3:38])[CH3:34].[Cl-].COC1N=C(OC)N=C([N+]2(C)CCOCC2)N=1. The catalyst is ClCCl.C(OCC)(=O)C. The product is [CH2:33]([O:35][CH:36]([O:51][CH2:52][CH3:53])[C@@H:37]([N:39]([CH2:40][C:41]1[CH:42]=[CH:43][CH:44]=[C:45]2[C:50]=1[N:49]=[CH:48][CH:47]=[CH:46]2)[C:20](=[O:21])[C@@H:19]([NH:18][C:16](=[O:17])[O:15][CH2:14][CH:12]1[C:13]2[CH:1]=[CH:2][CH:3]=[CH:4][C:5]=2[C:6]2[C:11]1=[CH:10][CH:9]=[CH:8][CH:7]=2)[CH2:23][C:24]1[C:29]([CH3:30])=[CH:28][C:27]([OH:31])=[CH:26][C:25]=1[CH3:32])[CH3:38])[CH3:34]. The yield is 0.550. (2) The reactants are [CH3:1][C:2]1([CH3:22])[O:6][CH:5]([CH2:7][O:8][N:9]2C(=O)C3C(=CC=CC=3)C2=O)[C:4]([CH3:21])([CH3:20])[O:3]1.CNN. The catalyst is ClCCl. The product is [CH3:1][C:2]1([CH3:22])[O:6][CH:5]([CH2:7][O:8][NH2:9])[C:4]([CH3:21])([CH3:20])[O:3]1. The yield is 0.460. (3) The reactants are [CH3:1][C:2]([CH3:5])([O-])[CH3:3].[K+].Br[C:8]1[CH:13]=[CH:12][CH:11]=[C:10]([Br:14])[N:9]=1. No catalyst specified. The product is [Br:14][C:10]1[CH:11]=[CH:12][CH:13]=[C:8]([C:2]([CH3:5])([CH3:3])[CH3:1])[N:9]=1. The yield is 0.690. (4) The reactants are [Br:1][C:2]1[C:15]2[C:16]3=[C:17]4[C:12](=[CH:13][CH:14]=2)[CH:11]=[CH:10][C:9](Br)=[C:8]4[CH:7]=[CH:6][C:5]3=[CH:4][CH:3]=1.[C:19]1([C:28]2[CH:33]=[CH:32][CH:31]=[CH:30][CH:29]=2)[CH:24]=[CH:23][CH:22]=[C:21](B(O)O)[CH:20]=1.C([O-])([O-])=O.[K+].[K+]. The catalyst is O1CCOCC1.O.C1C=CC([P]([Pd]([P](C2C=CC=CC=2)(C2C=CC=CC=2)C2C=CC=CC=2)([P](C2C=CC=CC=2)(C2C=CC=CC=2)C2C=CC=CC=2)[P](C2C=CC=CC=2)(C2C=CC=CC=2)C2C=CC=CC=2)(C2C=CC=CC=2)C2C=CC=CC=2)=CC=1. The product is [C:19]1([C:28]2[CH:29]=[CH:30][CH:31]=[CH:32][CH:33]=2)[CH:24]=[CH:23][CH:22]=[C:21]([C:9]2[C:8]3[C:17]4=[C:16]5[C:5](=[CH:6][CH:7]=3)[CH:4]=[CH:3][C:2]([Br:1])=[C:15]5[CH:14]=[CH:13][C:12]4=[CH:11][CH:10]=2)[CH:20]=1. The yield is 0.700. (5) The reactants are [Cl:1][C:2]1[CH:3]=[C:4]2[C:12](=[C:13]([N+:16]([O-:18])=[O:17])[C:14]=1F)[NH:11][C:10]1[CH:9]=[N:8][CH:7]=[CH:6][C:5]2=1.[S-:19][CH2:20][CH3:21].[Na+].O. The catalyst is CN(C=O)C. The product is [Cl:1][C:2]1[CH:3]=[C:4]2[C:12](=[C:13]([N+:16]([O-:18])=[O:17])[C:14]=1[S:19][CH2:20][CH3:21])[NH:11][C:10]1[CH:9]=[N:8][CH:7]=[CH:6][C:5]2=1. The yield is 0.790. (6) The yield is 0.670. The reactants are [OH-].[Na+].O1CCCC1.[Cl:8][C:9]1[CH:14]=[C:13]([Cl:15])[CH:12]=[CH:11][C:10]=1[S:16][C:17]1[N:22]=[C:21]([C:23]2[CH:24]=[C:25]([CH:31]=[CH:32][CH:33]=2)[C:26]([O:28]CC)=[O:27])[CH:20]=[CH:19][CH:18]=1.Cl. The product is [Cl:8][C:9]1[CH:14]=[C:13]([Cl:15])[CH:12]=[CH:11][C:10]=1[S:16][C:17]1[N:22]=[C:21]([C:23]2[CH:24]=[C:25]([CH:31]=[CH:32][CH:33]=2)[C:26]([OH:28])=[O:27])[CH:20]=[CH:19][CH:18]=1. The catalyst is C(OCC)C.O.CO.